From a dataset of Forward reaction prediction with 1.9M reactions from USPTO patents (1976-2016). Predict the product of the given reaction. (1) Given the reactants [CH2:1]([N:8]=[C:9]=[O:10])[CH2:2][CH2:3][CH2:4][CH2:5][CH2:6][CH3:7].[NH2:11][C:12]1[N:17]=[N:16][C:15]([N:18]2[CH2:23][CH2:22][N:21]([C:24]([C:26]3[CH:31]=[CH:30][CH:29]=[CH:28][C:27]=3[C:32]([F:35])([F:34])[F:33])=[O:25])[CH2:20][CH2:19]2)=[CH:14][CH:13]=1, predict the reaction product. The product is: [CH2:1]([NH:8][C:9]([NH:11][C:12]1[N:17]=[N:16][C:15]([N:18]2[CH2:19][CH2:20][N:21]([C:24](=[O:25])[C:26]3[CH:31]=[CH:30][CH:29]=[CH:28][C:27]=3[C:32]([F:35])([F:34])[F:33])[CH2:22][CH2:23]2)=[CH:14][CH:13]=1)=[O:10])[CH2:2][CH2:3][CH2:4][CH2:5][CH2:6][CH3:7]. (2) Given the reactants Br[C:2]1[CH:3]=[C:4]2[C:8](=[C:9]([C:11]([NH2:13])=[O:12])[CH:10]=1)[NH:7][CH:6]=[C:5]2[CH:14]1[CH2:19][CH2:18][S:17](=[O:21])(=[O:20])[CH2:16][CH2:15]1.CC1(C)C(C)(C)OB([C:30]2[CH:31]=[C:32]([CH:35]=[O:36])[S:33][CH:34]=2)O1.C(=O)([O-])[O-].[K+].[K+].O, predict the reaction product. The product is: [O:20]=[S:17]1(=[O:21])[CH2:18][CH2:19][CH:14]([C:5]2[C:4]3[C:8](=[C:9]([C:11]([NH2:13])=[O:12])[CH:10]=[C:2]([C:30]4[CH:31]=[C:32]([CH:35]=[O:36])[S:33][CH:34]=4)[CH:3]=3)[NH:7][CH:6]=2)[CH2:15][CH2:16]1.